Dataset: Full USPTO retrosynthesis dataset with 1.9M reactions from patents (1976-2016). Task: Predict the reactants needed to synthesize the given product. (1) Given the product [F:8][C:9]1[CH:10]=[CH:11][C:12]([N:15]2[C:19]3[N:20]=[CH:21][N:22]([CH2:25][C:26]4([OH:32])[CH2:31][CH2:30][N:29]([C:40]([CH:37]5[CH2:38][CH2:39][C:34](=[O:33])[CH2:35][CH2:36]5)=[O:41])[CH2:28][CH2:27]4)[C:23](=[O:24])[C:18]=3[CH:17]=[N:16]2)=[CH:13][CH:14]=1, predict the reactants needed to synthesize it. The reactants are: FC(F)(F)C(O)=O.[F:8][C:9]1[CH:14]=[CH:13][C:12]([N:15]2[C:19]3[N:20]=[CH:21][N:22]([CH2:25][C:26]4([OH:32])[CH2:31][CH2:30][NH:29][CH2:28][CH2:27]4)[C:23](=[O:24])[C:18]=3[CH:17]=[N:16]2)=[CH:11][CH:10]=1.[O:33]=[C:34]1[CH2:39][CH2:38][CH:37]([C:40](O)=[O:41])[CH2:36][CH2:35]1. (2) Given the product [NH2:1][C:2]1[C:11]([C:12]#[N:13])=[C:10]([Cl:24])[C:9]2[C:4](=[CH:5][CH:6]=[C:7]([N:15]3[CH2:20][CH2:19][N:18]([CH3:21])[CH2:17][CH2:16]3)[CH:8]=2)[N:3]=1, predict the reactants needed to synthesize it. The reactants are: [NH2:1][C:2]1[C:11]([C:12]#[N:13])=[C:10](O)[C:9]2[C:4](=[CH:5][CH:6]=[C:7]([N:15]3[CH2:20][CH2:19][N:18]([CH3:21])[CH2:17][CH2:16]3)[CH:8]=2)[N:3]=1.P(Cl)(Cl)([Cl:24])=O.[OH-].[Na+]. (3) Given the product [OH:45][CH:42]1[CH2:43][CH2:44][CH:39]([NH:38][C:10](=[O:12])[CH2:9][P:4](=[O:5])([O:3][CH2:1][CH3:2])[O:6][CH2:7][CH3:8])[CH2:40][CH2:41]1, predict the reactants needed to synthesize it. The reactants are: [CH2:1]([O:3][P:4]([CH2:9][C:10]([OH:12])=O)([O:6][CH2:7][CH3:8])=[O:5])[CH3:2].C1(N=C=NC2CCCCC2)CCCCC1.C1C=CC2N(O)N=NC=2C=1.[NH2:38][CH:39]1[CH2:44][CH2:43][CH:42]([OH:45])[CH2:41][CH2:40]1. (4) Given the product [CH3:11][C:12]1[CH:17]=[CH:16][C:15]([S:18]([O:1][CH2:2][CH:3]2[CH2:8][CH2:7][S:6](=[O:10])(=[O:9])[CH2:5][CH2:4]2)(=[O:20])=[O:19])=[CH:14][CH:13]=1, predict the reactants needed to synthesize it. The reactants are: [OH:1][CH2:2][CH:3]1[CH2:8][CH2:7][S:6](=[O:10])(=[O:9])[CH2:5][CH2:4]1.[CH3:11][C:12]1[CH:17]=[CH:16][C:15]([S:18](Cl)(=[O:20])=[O:19])=[CH:14][CH:13]=1. (5) Given the product [Cl:9][C:10]1[CH:15]=[C:14]([CH:13]=[C:12]([Cl:17])[C:11]=1[O:18][C:2]1[N:3]=[N:4][C:5]([Cl:8])=[CH:6][CH:7]=1)[NH2:16], predict the reactants needed to synthesize it. The reactants are: Cl[C:2]1[N:3]=[N:4][C:5]([Cl:8])=[CH:6][CH:7]=1.[Cl:9][C:10]1[CH:15]=[C:14]([NH2:16])[CH:13]=[C:12]([Cl:17])[C:11]=1[OH:18].